Dataset: Forward reaction prediction with 1.9M reactions from USPTO patents (1976-2016). Task: Predict the product of the given reaction. Given the reactants C(C1C(C(O)=O)C(=O)CO1)(C)(C)C.[O:14]=[C:15]1[CH2:19][O:18][CH2:17][CH:16]1[C:20]([O:22][C:23]([CH3:26])([CH3:25])[CH3:24])=[O:21].[BH4-].[Na+], predict the reaction product. The product is: [OH:14][CH:15]1[CH2:19][O:18][CH2:17][CH:16]1[C:20]([O:22][C:23]([CH3:26])([CH3:25])[CH3:24])=[O:21].